Dataset: CYP2C19 inhibition data for predicting drug metabolism from PubChem BioAssay. Task: Regression/Classification. Given a drug SMILES string, predict its absorption, distribution, metabolism, or excretion properties. Task type varies by dataset: regression for continuous measurements (e.g., permeability, clearance, half-life) or binary classification for categorical outcomes (e.g., BBB penetration, CYP inhibition). Dataset: cyp2c19_veith. (1) The compound is COCC(=O)N1CCC2(CCCN(Cc3ccc(C#N)cc3)C2)CC1. The result is 0 (non-inhibitor). (2) The molecule is CN1CC[C@]2(C)c3cc(O)ccc3N(C)[C@@H]12. The result is 1 (inhibitor).